From a dataset of Peptide-MHC class II binding affinity with 134,281 pairs from IEDB. Regression. Given a peptide amino acid sequence and an MHC pseudo amino acid sequence, predict their binding affinity value. This is MHC class II binding data. (1) The peptide sequence is AALDAQAVELTARLN. The MHC is HLA-DPA10201-DPB10101 with pseudo-sequence HLA-DPA10201-DPB10101. The binding affinity (normalized) is 0.259. (2) The binding affinity (normalized) is 0.377. The MHC is DRB1_1501 with pseudo-sequence DRB1_1501. The peptide sequence is NLDVYDWSIPDDLLA. (3) The peptide sequence is TLEALDYKECEWPLT. The MHC is DRB5_0101 with pseudo-sequence DRB5_0101. The binding affinity (normalized) is 0. (4) The peptide sequence is LIEKINAGFKAAVAA. The MHC is HLA-DPA10201-DPB10101 with pseudo-sequence HLA-DPA10201-DPB10101. The binding affinity (normalized) is 0.250. (5) The peptide sequence is PRGGPGRSYAADAGY. The MHC is DRB1_0901 with pseudo-sequence DRB1_0901. The binding affinity (normalized) is 0.210. (6) The peptide sequence is STWYGKPTAAGPKDN. The MHC is DRB1_1201 with pseudo-sequence DRB1_1201. The binding affinity (normalized) is 0. (7) The peptide sequence is TIKQKKPDFILATDI. The MHC is DRB1_1101 with pseudo-sequence DRB1_1101. The binding affinity (normalized) is 0.239. (8) The peptide sequence is LRYYRITYGETGGNS. The MHC is DRB1_0404 with pseudo-sequence DRB1_0404. The binding affinity (normalized) is 0.288. (9) The binding affinity (normalized) is 0.637. The MHC is HLA-DQA10501-DQB10301 with pseudo-sequence HLA-DQA10501-DQB10301. The peptide sequence is INEPTAAAIHYGLDR.